From a dataset of Full USPTO retrosynthesis dataset with 1.9M reactions from patents (1976-2016). Predict the reactants needed to synthesize the given product. (1) Given the product [CH3:27][O:26][C:23]1[CH:24]=[CH:25][C:20]([CH2:19][N:17]([CH3:18])[C:15]2[C:16]3=[C:8]([C:3]4[CH:4]=[N:5][N:6]([CH3:7])[C:2]=4[C:37]4[CH:42]=[CH:41][C:40]([C:43]([F:46])([F:45])[F:44])=[CH:39][N:38]=4)[N:9]=[C:10]([CH3:28])[N:11]3[N:12]=[CH:13][N:14]=2)=[CH:21][CH:22]=1, predict the reactants needed to synthesize it. The reactants are: Br[C:2]1[N:6]([CH3:7])[N:5]=[CH:4][C:3]=1[C:8]1[N:9]=[C:10]([CH3:28])[N:11]2[C:16]=1[C:15]([N:17]([CH2:19][C:20]1[CH:25]=[CH:24][C:23]([O:26][CH3:27])=[CH:22][CH:21]=1)[CH3:18])=[N:14][CH:13]=[N:12]2.C([Li])CCCCC.Br[C:37]1[CH:42]=[CH:41][C:40]([C:43]([F:46])([F:45])[F:44])=[CH:39][N:38]=1. (2) Given the product [C:1]1([S:7]([CH2:10][C:11]2[S:36][C:23]([C:21]3[CH:20]=[CH:19][C:18]4[NH:14][CH:15]=[N:16][C:17]=4[CH:22]=3)=[N:25][N:26]=2)(=[O:9])=[O:8])[CH:6]=[CH:5][CH:4]=[CH:3][CH:2]=1, predict the reactants needed to synthesize it. The reactants are: [C:1]1([S:7]([CH2:10][C:11](O)=O)(=[O:9])=[O:8])[CH:6]=[CH:5][CH:4]=[CH:3][CH:2]=1.[N:14]1[C:18]2[CH:19]=[CH:20][C:21]([C:23]([NH:25][NH2:26])=O)=[CH:22][C:17]=2[NH:16][CH:15]=1.COC1C=CC(P2(SP(C3C=CC(OC)=CC=3)(=S)S2)=[S:36])=CC=1.O=P(Cl)(Cl)Cl. (3) Given the product [NH2:15][C:16]1[C:32]([Cl:33])=[CH:31][C:19]([C:20]([NH:22][C@@H:23]2[CH2:28][CH2:27][N:26]([CH2:7][CH:4]3[CH2:3][CH2:2][N:1]([C:10]([O:12][CH2:13][CH3:14])=[O:11])[CH2:6][CH2:5]3)[CH2:25][C@@H:24]2[O:29][CH3:30])=[O:21])=[C:18]([O:34][CH3:35])[CH:17]=1, predict the reactants needed to synthesize it. The reactants are: [NH:1]1[CH2:6][CH2:5][CH:4]([CH2:7]O)[CH2:3][CH2:2]1.Cl[C:10]([O:12][CH2:13][CH3:14])=[O:11].[NH2:15][C:16]1[C:32]([Cl:33])=[CH:31][C:19]([C:20]([NH:22][C@@H:23]2[CH2:28][CH2:27][NH:26][CH2:25][C@@H:24]2[O:29][CH3:30])=[O:21])=[C:18]([O:34][CH3:35])[CH:17]=1. (4) Given the product [CH3:11][C:10]1[CH:9]=[CH:8][CH:7]=[C:3]2[C:2]=1[N:1]=[C:21]([CH2:20][CH2:19][N:13]1[CH2:18][CH2:17][CH2:16][CH2:15][CH2:14]1)[NH:6][C:4]2=[O:5], predict the reactants needed to synthesize it. The reactants are: [NH2:1][C:2]1[C:10]([CH3:11])=[CH:9][CH:8]=[CH:7][C:3]=1[C:4]([NH2:6])=[O:5].Cl.[N:13]1([CH2:19][CH2:20][C:21](O)=O)[CH2:18][CH2:17][CH2:16][CH2:15][CH2:14]1. (5) Given the product [Br:1][C:2]1[C:11]2[C:6](=[CH:7][C:8]([N:12]([CH3:13])[CH2:21][CH2:22][N:23]3[CH2:28][CH2:27][O:26][CH2:25][CH2:24]3)=[CH:9][CH:10]=2)[C:5](=[O:14])[N:4]([CH:15]([CH3:17])[CH3:16])[N:3]=1, predict the reactants needed to synthesize it. The reactants are: [Br:1][C:2]1[C:11]2[C:6](=[CH:7][C:8]([NH:12][CH3:13])=[CH:9][CH:10]=2)[C:5](=[O:14])[N:4]([CH:15]([CH3:17])[CH3:16])[N:3]=1.[H-].[Na+].Cl[CH2:21][CH2:22][N:23]1[CH2:28][CH2:27][O:26][CH2:25][CH2:24]1.O. (6) Given the product [Cl:24][C:25]1[N:26]=[C:27]([N:40]2[CH2:44][CH2:43][O:46][CH2:45][CH2:41]2)[N:28]=[C:29]([NH:31][C:32]2[CH:33]=[C:34]([CH:37]3[CH2:39][CH2:38]3)[NH:35][N:36]=2)[N:30]=1, predict the reactants needed to synthesize it. The reactants are: ClC1N=C(Cl)N=C(NC2NN=C(C3CC3)C=2)N=1.N1CCOCC1.[Cl:24][C:25]1[N:30]=[C:29]([NH:31][C:32]2[NH:36][N:35]=[C:34]([CH:37]3[CH2:39][CH2:38]3)[CH:33]=2)[N:28]=[C:27]([N:40]2[CH2:44][CH2:43]C[C@@:41]2(C)[C:45](NC2C=NC(F)=CC=2)=[O:46])[N:26]=1.